Task: Predict the product of the given reaction.. Dataset: Forward reaction prediction with 1.9M reactions from USPTO patents (1976-2016) (1) Given the reactants [NH2:1][CH2:2][C:3]1[CH:8]=[CH:7][C:6]([C:9]([NH:11][C:12]2[CH:17]=[CH:16][CH:15]=[CH:14][C:13]=2[C:18](=[O:27])[NH:19][C:20]2[CH:25]=[CH:24][C:23]([Cl:26])=[CH:22][N:21]=2)=[O:10])=[CH:5][CH:4]=1.I.CS[C:31]1[NH:32][CH2:33][CH2:34][N:35]=1.C(N(CC)CC)C, predict the reaction product. The product is: [Cl:26][C:23]1[CH:24]=[CH:25][C:20]([NH:19][C:18]([C:13]2[CH:14]=[CH:15][CH:16]=[CH:17][C:12]=2[NH:11][C:9]([C:6]2[CH:5]=[CH:4][C:3]([CH2:2][NH:1][C:31]3[NH:35][CH2:34][CH2:33][N:32]=3)=[CH:8][CH:7]=2)=[O:10])=[O:27])=[N:21][CH:22]=1. (2) Given the reactants O[C:2]1[NH:6][C:5]2[CH:7]=[CH:8][C:9]([C:11]([O:13][CH3:14])=[O:12])=[CH:10][C:4]=2[N:3]=1.P(Cl)(Cl)([Cl:17])=O, predict the reaction product. The product is: [Cl:17][C:2]1[NH:6][C:5]2[CH:7]=[CH:8][C:9]([C:11]([O:13][CH3:14])=[O:12])=[CH:10][C:4]=2[N:3]=1.